Dataset: Forward reaction prediction with 1.9M reactions from USPTO patents (1976-2016). Task: Predict the product of the given reaction. (1) Given the reactants C1C2C(COC([N:18]3[C@H:27]([C:28](O)=[O:29])[CH2:26][C:25]4[C:20](=[CH:21][CH:22]=[CH:23][CH:24]=4)[CH2:19]3)=O)C3C(=CC=CC=3)C=2C=CC=1.[CH2:31]([C:35]1([C:45]2[CH:50]=[CH:49][CH:48]=[CH:47][CH:46]=2)[C:39]2[CH2:40][NH:41][CH2:42][CH2:43][C:38]=2[C:37](=[O:44])[O:36]1)[CH:32]([CH3:34])[CH3:33].CCN(C(C)C)C(C)C.CN([P+](ON1N=NC2C=CC=CC1=2)(N(C)C)N(C)C)C.F[P-](F)(F)(F)(F)F, predict the reaction product. The product is: [CH2:31]([C:35]1([C:45]2[CH:50]=[CH:49][CH:48]=[CH:47][CH:46]=2)[C:39]2[CH2:40][N:41]([C:28]([C@@H:27]3[CH2:26][C:25]4[C:20](=[CH:21][CH:22]=[CH:23][CH:24]=4)[CH2:19][NH:18]3)=[O:29])[CH2:42][CH2:43][C:38]=2[C:37](=[O:44])[O:36]1)[CH:32]([CH3:34])[CH3:33]. (2) Given the reactants [Br:1][C:2]1[CH:3]=[C:4]2[C:9](=[CH:10][C:11]=1[O:12][CH2:13][C:14]1[CH:15]=[N:16][CH:17]=[C:18]([S:20][CH3:21])[CH:19]=1)[N:8]=[CH:7][N:6]=[C:5]2[NH:22][CH:23]([CH3:25])[CH3:24].ClC1C=CC=C(C(OO)=[O:34])C=1.[OH-].[Na+], predict the reaction product. The product is: [Br:1][C:2]1[CH:3]=[C:4]2[C:9](=[CH:10][C:11]=1[O:12][CH2:13][C:14]1[CH:15]=[N:16][CH:17]=[C:18]([S:20]([CH3:21])=[O:34])[CH:19]=1)[N:8]=[CH:7][N:6]=[C:5]2[NH:22][CH:23]([CH3:25])[CH3:24]. (3) Given the reactants [Br:1][C:2]1[CH:7]=[CH:6][C:5]([OH:8])=[CH:4][CH:3]=1.Br[CH2:10][CH2:11][CH2:12][OH:13].C(=O)([O-])[O-].[K+].[K+], predict the reaction product. The product is: [Br:1][C:2]1[CH:7]=[CH:6][C:5]([O:8][CH2:10][CH2:11][CH2:12][OH:13])=[CH:4][CH:3]=1. (4) Given the reactants [F:1][C:2]1[CH:7]=[CH:6][C:5]([C:8]2[N:12]=[N:11][N:10]([CH3:13])[C:9]=2[C:14]2[N:15]=[CH:16][N:17]([C:19]3[CH:27]=[CH:26][C:22]([C:23]([OH:25])=O)=[CH:21][CH:20]=3)[CH:18]=2)=[CH:4][CH:3]=1.CN(C(O[N:36]1N=N[C:38]2C=CC=[CH:42][C:37]1=2)=[N+](C)C)C.[B-](F)(F)(F)F.CCN(C(C)C)C(C)C.C(N)(C)C, predict the reaction product. The product is: [F:1][C:2]1[CH:3]=[CH:4][C:5]([C:8]2[N:12]=[N:11][N:10]([CH3:13])[C:9]=2[C:14]2[N:15]=[CH:16][N:17]([C:19]3[CH:27]=[CH:26][C:22]([C:23]([NH:36][CH:37]([CH3:42])[CH3:38])=[O:25])=[CH:21][CH:20]=3)[CH:18]=2)=[CH:6][CH:7]=1.